Task: Predict which catalyst facilitates the given reaction.. Dataset: Catalyst prediction with 721,799 reactions and 888 catalyst types from USPTO (1) Reactant: Br[C:2]1[CH:3]=[C:4]([CH:8]([CH2:12][C:13]2[CH:18]=[CH:17][C:16]([Cl:19])=[CH:15][CH:14]=2)[C:9](=[O:11])[CH3:10])[CH:5]=[CH:6][CH:7]=1.[CH3:20][N:21](C)C=O. Product: [Cl:19][C:16]1[CH:17]=[CH:18][C:13]([CH2:12][CH:8]([C:4]2[CH:3]=[C:2]([CH:7]=[CH:6][CH:5]=2)[C:20]#[N:21])[C:9](=[O:11])[CH3:10])=[CH:14][CH:15]=1. The catalyst class is: 507. (2) Reactant: [F:1][C:2]1[CH:7]=[CH:6][C:5]2[O:8][CH2:9][CH:10]3[CH:14]([C:15]4[CH:20]=[CH:19][CH:18]=[CH:17][CH:16]=4)[N:13]([C:21](Cl)=[O:22])[N:12]=[C:11]3[C:4]=2[CH:3]=1.C(N(CC)CC)C.Cl.[CH3:32][NH:33][CH2:34][CH2:35][Cl:36].Cl. Product: [Cl:36][CH2:35][CH2:34][N:33]([CH3:32])[C:21]([N:13]1[CH:14]([C:15]2[CH:16]=[CH:17][CH:18]=[CH:19][CH:20]=2)[CH:10]2[CH2:9][O:8][C:5]3[CH:6]=[CH:7][C:2]([F:1])=[CH:3][C:4]=3[C:11]2=[N:12]1)=[O:22]. The catalyst class is: 98.